From a dataset of Full USPTO retrosynthesis dataset with 1.9M reactions from patents (1976-2016). Predict the reactants needed to synthesize the given product. (1) Given the product [Cl:24][C:14]1[S:13][C:12]([CH:15]=[O:16])=[CH:11][C:10]=1[CH2:9][OH:8], predict the reactants needed to synthesize it. The reactants are: [Si]([O:8][CH2:9][C:10]1[CH:11]=[C:12]([CH:15]=[O:16])[S:13][CH:14]=1)(C(C)(C)C)(C)C.C1C(=O)N([Cl:24])C(=O)C1. (2) Given the product [CH3:25][O:24][C:20]1[CH:19]=[C:5]([CH:4]=[C:3]([O:2][CH3:1])[C:21]=1[O:22][CH3:23])[CH2:6][N:7]1[CH2:12][CH2:11][N:10]([CH2:13][C:14]([NH:26][NH2:27])=[O:15])[CH2:9][CH2:8]1, predict the reactants needed to synthesize it. The reactants are: [CH3:1][O:2][C:3]1[CH:4]=[C:5]([CH:19]=[C:20]([O:24][CH3:25])[C:21]=1[O:22][CH3:23])[CH2:6][N:7]1[CH2:12][CH2:11][N:10]([CH2:13][C:14](OCC)=[O:15])[CH2:9][CH2:8]1.[NH2:26][NH2:27].